Dataset: Kir2.1 potassium channel HTS with 301,493 compounds. Task: Binary Classification. Given a drug SMILES string, predict its activity (active/inactive) in a high-throughput screening assay against a specified biological target. (1) The drug is o1c2c(cc1c1ccccc1)c(N)cc([N+]([O-])=O)c2. The result is 0 (inactive). (2) The molecule is Brc1cc2s\c(n(c2cc1)CC(OC)=O)=N/C(=O)c1sc([N+]([O-])=O)cc1. The result is 0 (inactive). (3) The compound is S(=O)(=O)(c1n2C(=N)/C(=C\c3c(n(c(c3)C)c3c(F)cccc3)C)C(=O)N=c2sn1)C. The result is 0 (inactive). (4) The molecule is Brc1c(n(nc1C)CC(O)COc1cc2c(n(c(c2C(OCC)=O)C)C)cc1)C. The result is 0 (inactive). (5) The molecule is o1c2c(ncn(CC(=O)Nc3c(ccc(c3)C)C)c2=O)c2c1cccc2. The result is 0 (inactive). (6) The drug is s1c2CCCCCc2c(c1NC(=O)COC(=O)c1cc(S(=O)(=O)NC)ccc1)C#N. The result is 0 (inactive). (7) The drug is Brc1ccc(c2nc(sc2CCC)N\N=C\c2ncccc2)cc1. The result is 0 (inactive).